From a dataset of Catalyst prediction with 721,799 reactions and 888 catalyst types from USPTO. Predict which catalyst facilitates the given reaction. (1) Reactant: [C:1]([OH:10])(=[O:9])[C@@H:2]([C@H:4]([C:6]([OH:8])=[O:7])[OH:5])[OH:3].[F:11][C:12]1[C:13]([CH2:34][NH:35][CH3:36])=[CH:14][N:15]([S:24]([C:27]2[CH:28]=[N:29][CH:30]=[C:31]([F:33])[CH:32]=2)(=[O:26])=[O:25])[C:16]=1[C:17]1[C:18]([F:23])=[N:19][CH:20]=[CH:21][CH:22]=1. The catalyst class is: 8. Product: [C:6]([C@@H:4]([C@H:2]([C:1]([OH:10])=[O:9])[OH:3])[OH:5])([OH:8])=[O:7].[F:11][C:12]1[C:13]([CH2:34][NH:35][CH3:36])=[CH:14][N:15]([S:24]([C:27]2[CH:28]=[N:29][CH:30]=[C:31]([F:33])[CH:32]=2)(=[O:25])=[O:26])[C:16]=1[C:17]1[C:18]([F:23])=[N:19][CH:20]=[CH:21][CH:22]=1. (2) Reactant: C[Si]([N-][Si](C)(C)C)(C)C.[Na+].[F:11][C:12]1[CH:17]=[C:16]([CH3:18])[CH:15]=[CH:14][N:13]=1.C([O:21][C:22]([C:24]1[CH:29]=[CH:28][N:27]=[CH:26][CH:25]=1)=O)C.Cl.[OH-].[Na+]. Product: [F:11][C:12]1[CH:17]=[C:16]([CH2:18][C:22]([C:24]2[CH:29]=[CH:28][N:27]=[CH:26][CH:25]=2)=[O:21])[CH:15]=[CH:14][N:13]=1. The catalyst class is: 266. (3) Reactant: [Cl-].O[NH3+:3].[C:4](=[O:7])([O-])[OH:5].[Na+].CS(C)=O.[CH2:13]([C:17]1[N:18]=[C:19]([CH3:48])[N:20]([C:39]2[CH:44]=[CH:43][C:42]([O:45][CH3:46])=[C:41]([F:47])[CH:40]=2)[C:21](=[O:38])[C:22]=1[CH2:23][C:24]1[CH:29]=[CH:28][C:27]([C:30]2[C:31]([C:36]#[N:37])=[CH:32][CH:33]=[CH:34][CH:35]=2)=[CH:26][CH:25]=1)[CH2:14][CH2:15][CH3:16]. Product: [CH2:13]([C:17]1[N:18]=[C:19]([CH3:48])[N:20]([C:39]2[CH:44]=[CH:43][C:42]([O:45][CH3:46])=[C:41]([F:47])[CH:40]=2)[C:21](=[O:38])[C:22]=1[CH2:23][C:24]1[CH:25]=[CH:26][C:27]([C:30]2[CH:35]=[CH:34][CH:33]=[CH:32][C:31]=2[C:36]2[NH:3][C:4](=[O:7])[O:5][N:37]=2)=[CH:28][CH:29]=1)[CH2:14][CH2:15][CH3:16]. The catalyst class is: 69. (4) The catalyst class is: 104. Product: [Br:1][C:2]1[CH:7]=[N:6][C:5]([O:8][C:22]2[CH:23]=[CH:24][C:19]([I:18])=[CH:20][CH:21]=2)=[N:4][CH:3]=1. Reactant: [Br:1][C:2]1[CH:3]=[N:4][C:5]([O:8]N2C3=NC=CC=C3N=N2)=[N:6][CH:7]=1.[I:18][C:19]1[CH:24]=[CH:23][C:22](B(O)O)=[CH:21][CH:20]=1.C([O-])([O-])=O.[Cs+].[Cs+]. (5) Reactant: [NH2:1][C:2]1[C:10]([CH3:11])=[CH:9][CH:8]=[CH:7][C:3]=1[C:4]([OH:6])=O.C1N=CN(C(N2C=NC=C2)=O)C=1.Cl.[NH2:25][CH:26]1[CH2:31][CH2:30][C:29](=[O:32])[NH:28][C:27]1=[O:33].C(N(CC)CC)C.C(O)(=O)C. Product: [NH2:1][C:2]1[C:10]([CH3:11])=[CH:9][CH:8]=[CH:7][C:3]=1[C:4]([NH:25][CH:26]1[CH2:31][CH2:30][C:29](=[O:32])[NH:28][C:27]1=[O:33])=[O:6]. The catalyst class is: 47. (6) Reactant: [C:1]([O:9][CH2:10][CH2:11][CH2:12][CH2:13]OS(C)(=O)=O)(=[O:8])[C:2]1[CH:7]=[CH:6][CH:5]=[CH:4][CH:3]=1.[N-:19]=[N+:20]=[N-:21].[Na+]. Product: [C:1]([O:9][CH2:10][CH2:11][CH2:12][CH2:13][N:19]=[N+:20]=[N-:21])(=[O:8])[C:2]1[CH:7]=[CH:6][CH:5]=[CH:4][CH:3]=1. The catalyst class is: 18. (7) Reactant: [N:1]([C@@H:4]1[C@@H:8]([O:9][Si](C)(C)C)[CH2:7][N:6](C(=O)C(F)(F)F)[CH2:5]1)=[N+:2]=[N-:3].C([O-])([O-])=O.[K+].[K+]. Product: [N:1]([C@H:4]1[CH2:5][NH:6][CH2:7][C@@H:8]1[OH:9])=[N+:2]=[N-:3]. The catalyst class is: 5. (8) Reactant: [C:1]1(=[N:7][NH:8][C:9]([O:11][C:12]([CH3:15])([CH3:14])[CH3:13])=[O:10])[CH2:6][CH2:5][CH2:4][CH2:3][CH2:2]1. Product: [CH:1]1([NH:7][NH:8][C:9]([O:11][C:12]([CH3:15])([CH3:14])[CH3:13])=[O:10])[CH2:2][CH2:3][CH2:4][CH2:5][CH2:6]1. The catalyst class is: 19. (9) Reactant: [C:1]([NH:5][C:6]([C:8]1[C:16]2[C:11](=[N:12][CH:13]=[C:14]([N:17]3[C:25]4[C:20](=[CH:21][CH:22]=[C:23]([O:26][CH3:27])[CH:24]=4)[CH:19]=[N:18]3)[N:15]=2)[N:10](COCC[Si](C)(C)C)[CH:9]=1)=[O:7])([CH3:4])([CH3:3])[CH3:2].FC(F)(F)C(O)=O. Product: [C:1]([NH:5][C:6]([C:8]1[C:16]2[C:11](=[N:12][CH:13]=[C:14]([N:17]3[C:25]4[C:20](=[CH:21][CH:22]=[C:23]([O:26][CH3:27])[CH:24]=4)[CH:19]=[N:18]3)[N:15]=2)[NH:10][CH:9]=1)=[O:7])([CH3:4])([CH3:3])[CH3:2]. The catalyst class is: 4. (10) Reactant: [C:1](=O)([O-])[O-].[Cs+].[Cs+].Cl[C:8]1[N:13]=[CH:12][C:11]2[C:14]([NH:36][C:37](=[O:39])[O-:38])=[N:15][N:16](C(C3C=CC=CC=3)(C3C=CC=CC=3)C3C=CC=CC=3)[C:10]=2[CH:9]=1.[F:40][C:41]1[CH:46]=[CH:45][C:44]([C@H:47]([NH:49][C:50]([NH2:52])=[O:51])[CH3:48])=[CH:43][CH:42]=1.C1(P(C2CCCCC2)C2C(OC)=CC=C(OC)C=2C2C(C(C)C)=CC(C(C)C)=CC=2C(C)C)CCCCC1.C([SiH](CC)CC)C. Product: [F:40][C:41]1[CH:42]=[CH:43][C:44]([C@H:47]([NH:49][C:50](=[O:51])[NH:52][C:8]2[N:13]=[CH:12][C:11]3[C:14]([NH:36][C:37](=[O:39])[O:38][CH3:1])=[N:15][NH:16][C:10]=3[CH:9]=2)[CH3:48])=[CH:45][CH:46]=1. The catalyst class is: 12.